From a dataset of Full USPTO retrosynthesis dataset with 1.9M reactions from patents (1976-2016). Predict the reactants needed to synthesize the given product. (1) Given the product [CH2:7]([O:6][P:4](/[CH:9]=[CH:10]/[C:11]1[C:12]([O:22][CH2:23][C:24]2[CH:47]=[CH:46][C:27]([O:28][CH2:29][C:30]3[N:31]=[C:32]([C:36]4[CH:45]=[CH:44][CH:43]=[CH:42][C:37]=4[C:38]([OH:40])=[O:39])[O:33][C:34]=3[CH3:35])=[C:26]([O:48][CH3:49])[CH:25]=2)=[N:13][N:14]([C:16]2[CH:17]=[CH:18][CH:19]=[CH:20][CH:21]=2)[CH:15]=1)([O:3][CH2:1][CH3:2])=[O:5])[CH3:8], predict the reactants needed to synthesize it. The reactants are: [CH2:1]([O:3][P:4](/[CH:9]=[CH:10]/[C:11]1[C:12]([O:22][CH2:23][C:24]2[CH:47]=[CH:46][C:27]([O:28][CH2:29][C:30]3[N:31]=[C:32]([C:36]4[CH:45]=[CH:44][CH:43]=[CH:42][C:37]=4[C:38]([O:40]C)=[O:39])[O:33][C:34]=3[CH3:35])=[C:26]([O:48][CH3:49])[CH:25]=2)=[N:13][N:14]([C:16]2[CH:21]=[CH:20][CH:19]=[CH:18][CH:17]=2)[CH:15]=1)([O:6][CH2:7][CH3:8])=[O:5])[CH3:2].O1CCCC1.[OH-].[Na+].Cl. (2) Given the product [CH:1]([C:4]1[CH:9]=[CH:8][CH:7]=[C:6]([CH:10]([CH3:12])[CH3:11])[C:5]=1[N:13]1[C:17]2[CH:18]=[CH:19][CH:20]=[CH:21][C:16]=2[N:15]=[C:14]1[C:22]1[CH:23]=[C:24]([C:28]2[N:33]=[C:32]3[C:34]4[C:40]([OH:41])=[CH:39][CH:38]=[CH:37][C:35]=4[O:36][C:31]3=[CH:30][CH:29]=2)[CH:25]=[CH:26][CH:27]=1)([CH3:2])[CH3:3], predict the reactants needed to synthesize it. The reactants are: [CH:1]([C:4]1[CH:9]=[CH:8][CH:7]=[C:6]([CH:10]([CH3:12])[CH3:11])[C:5]=1[N:13]1[C:17]2[CH:18]=[CH:19][CH:20]=[CH:21][C:16]=2[N:15]=[C:14]1[C:22]1[CH:23]=[C:24]([C:28]2[N:33]=[C:32]3[C:34]4[C:40]([O:41]C)=[CH:39][CH:38]=[CH:37][C:35]=4[O:36][C:31]3=[CH:30][CH:29]=2)[CH:25]=[CH:26][CH:27]=1)([CH3:3])[CH3:2].Cl.N1C=CC=CC=1. (3) Given the product [CH3:36][C@@H:13]1[C:14](=[O:15])[NH:16][C:17]2[CH:22]=[CH:21][CH:20]=[CH:19][C:18]=2[CH:23]=[CH:24][CH2:25][CH2:26][CH2:27][C:28](=[O:29])[NH:8][CH2:9][C:10](=[O:11])[NH:12]1, predict the reactants needed to synthesize it. The reactants are: C(OC([NH:8][CH2:9][C:10]([NH:12][C@H:13]([CH3:36])[C:14]([NH:16][C:17]1[CH:22]=[CH:21][CH:20]=[CH:19][C:18]=1/[CH:23]=[CH:24]/[CH2:25][CH2:26][CH2:27][C:28](OCC(Cl)(Cl)Cl)=[O:29])=[O:15])=[O:11])=O)(C)(C)C.FC(F)(F)C(O)=O. (4) Given the product [ClH:78].[NH2:36][C:37]1([C:41]2[CH:42]=[CH:43][C:44]([C:47]3[C:48](=[O:69])[C:49]4[C:54]([O:55][C:56]=3[C:57]3[CH:62]=[CH:61][CH:60]=[CH:59][CH:58]=3)=[C:53]3[N:63]([CH:66]([CH3:67])[CH3:68])[N:64]=[CH:65][C:52]3=[CH:51][CH:50]=4)=[CH:45][CH:46]=2)[CH2:40][CH2:39][CH2:38]1, predict the reactants needed to synthesize it. The reactants are: NC1(C2C=CC(C3C(=O)C4C(=CC=C(F)C=4)OC=3C3C=CC=CC=3)=CC=2)CCC1.C(OC(=O)[NH:36][C:37]1([C:41]2[CH:46]=[CH:45][C:44]([C:47]3[C:48](=[O:69])[C:49]4[C:54]([O:55][C:56]=3[C:57]3[CH:62]=[CH:61][CH:60]=[CH:59][CH:58]=3)=[C:53]3[N:63]([CH:66]([CH3:68])[CH3:67])[N:64]=[CH:65][C:52]3=[CH:51][CH:50]=4)=[CH:43][CH:42]=2)[CH2:40][CH2:39][CH2:38]1)(C)(C)C.C(O)(C(F)(F)F)=O.[ClH:78]. (5) Given the product [CH3:7][C@H:2]1[CH2:3][CH2:4][O:5][C@@H:10]([C:11]([O:12][CH2:13][CH3:9])=[O:15])[N:1]1[C:22](=[O:24])[C:21]1[CH:25]=[C:17]([CH3:16])[CH:18]=[CH:19][C:20]=1[N:26]1[N:30]=[CH:29][CH:28]=[N:27]1, predict the reactants needed to synthesize it. The reactants are: [NH2:1][C@H:2]([CH3:7])[CH2:3][C:4](O)=[O:5].B.[CH2:9]1[CH2:13][O:12][CH2:11][CH2:10]1.C[OH:15].[CH3:16][C:17]1[CH:18]=[CH:19][C:20]([N:26]2[N:30]=[CH:29][CH:28]=[N:27]2)=[C:21]([CH:25]=1)[C:22]([OH:24])=O. (6) Given the product [CH2:24]([NH:26][C:27](=[O:44])[NH:28][C:29]1[CH:34]=[CH:33][C:32]([C:2]2[N:3]=[C:4]([N:18]3[CH2:23][CH2:22][O:21][CH2:20][CH2:19]3)[C:5]3[CH2:10][N:9]([C:11]([O:13][C:14]([CH3:17])([CH3:16])[CH3:15])=[O:12])[CH2:8][C:6]=3[N:7]=2)=[CH:31][CH:30]=1)[CH3:25], predict the reactants needed to synthesize it. The reactants are: Cl[C:2]1[N:3]=[C:4]([N:18]2[CH2:23][CH2:22][O:21][CH2:20][CH2:19]2)[C:5]2[CH2:10][N:9]([C:11]([O:13][C:14]([CH3:17])([CH3:16])[CH3:15])=[O:12])[CH2:8][C:6]=2[N:7]=1.[CH2:24]([NH:26][C:27](=[O:44])[NH:28][C:29]1[CH:34]=[CH:33][C:32](B2OC(C)(C)C(C)(C)O2)=[CH:31][CH:30]=1)[CH3:25].C([O-])([O-])=O.[Na+].[Na+].